This data is from NCI-60 drug combinations with 297,098 pairs across 59 cell lines. The task is: Regression. Given two drug SMILES strings and cell line genomic features, predict the synergy score measuring deviation from expected non-interaction effect. (1) Drug 1: CC1=CC=C(C=C1)C2=CC(=NN2C3=CC=C(C=C3)S(=O)(=O)N)C(F)(F)F. Drug 2: CC(C)NC(=O)C1=CC=C(C=C1)CNNC.Cl. Cell line: COLO 205. Synergy scores: CSS=-9.46, Synergy_ZIP=7.98, Synergy_Bliss=6.21, Synergy_Loewe=-2.31, Synergy_HSA=-5.16. (2) Drug 1: CCC1=CC2CC(C3=C(CN(C2)C1)C4=CC=CC=C4N3)(C5=C(C=C6C(=C5)C78CCN9C7C(C=CC9)(C(C(C8N6C)(C(=O)OC)O)OC(=O)C)CC)OC)C(=O)OC.C(C(C(=O)O)O)(C(=O)O)O. Drug 2: CN(C)N=NC1=C(NC=N1)C(=O)N. Cell line: BT-549. Synergy scores: CSS=44.5, Synergy_ZIP=-2.96, Synergy_Bliss=-6.98, Synergy_Loewe=-66.0, Synergy_HSA=-7.81.